The task is: Regression. Given two drug SMILES strings and cell line genomic features, predict the synergy score measuring deviation from expected non-interaction effect.. This data is from NCI-60 drug combinations with 297,098 pairs across 59 cell lines. Drug 1: CC1=C(C=C(C=C1)NC2=NC=CC(=N2)N(C)C3=CC4=NN(C(=C4C=C3)C)C)S(=O)(=O)N.Cl. Drug 2: C1=NC2=C(N1)C(=S)N=CN2. Cell line: EKVX. Synergy scores: CSS=-1.68, Synergy_ZIP=-0.331, Synergy_Bliss=-2.83, Synergy_Loewe=-7.16, Synergy_HSA=-4.40.